From a dataset of NCI-60 drug combinations with 297,098 pairs across 59 cell lines. Regression. Given two drug SMILES strings and cell line genomic features, predict the synergy score measuring deviation from expected non-interaction effect. Drug 1: C1=CC(=C2C(=C1NCCNCCO)C(=O)C3=C(C=CC(=C3C2=O)O)O)NCCNCCO. Drug 2: C1C(C(OC1N2C=NC3=C2NC=NCC3O)CO)O. Cell line: MDA-MB-435. Synergy scores: CSS=-1.56, Synergy_ZIP=-3.84, Synergy_Bliss=-5.46, Synergy_Loewe=-25.7, Synergy_HSA=-6.65.